This data is from Full USPTO retrosynthesis dataset with 1.9M reactions from patents (1976-2016). The task is: Predict the reactants needed to synthesize the given product. (1) Given the product [F:1][C:2]1[CH:9]=[CH:8][CH:7]=[CH:6][C:3]=1[CH2:4][O:10][C:11]1[CH:18]=[CH:17][C:14]([CH:15]=[O:16])=[CH:13][CH:12]=1, predict the reactants needed to synthesize it. The reactants are: [F:1][C:2]1[CH:9]=[CH:8][CH:7]=[CH:6][C:3]=1[CH2:4]Cl.[OH:10][C:11]1[CH:18]=[CH:17][C:14]([CH:15]=[O:16])=[CH:13][CH:12]=1.[OH-].[Na+]. (2) Given the product [CH2:2]([C:3]1[CH:12]=[CH:11][C:10]2[C:5](=[C:6]([OH:13])[CH:7]=[CH:8][CH:9]=2)[N:4]=1)[CH2:1][C:15]1[CH:24]=[CH:23][C:22]2[C:17](=[C:18]([OH:25])[CH:19]=[CH:20][CH:21]=2)[N:16]=1, predict the reactants needed to synthesize it. The reactants are: [CH2:1]([C:15]1[CH:24]=[CH:23][C:22]2[C:17](=[C:18]([O:25]C)[CH:19]=[CH:20][CH:21]=2)[N:16]=1)[CH2:2][C:3]1[CH:12]=[CH:11][C:10]2[C:5](=[C:6]([O:13]C)[CH:7]=[CH:8][CH:9]=2)[N:4]=1.[OH-].[Na+].N.[Na+].[Cl-].